Dataset: Catalyst prediction with 721,799 reactions and 888 catalyst types from USPTO. Task: Predict which catalyst facilitates the given reaction. (1) Reactant: [Cl:1][C:2]1[CH:3]=[C:4]([NH:12][CH:13]2[CH2:19][CH2:18][CH2:17][CH2:16][CH2:15][CH2:14]2)[C:5]([CH3:11])=[C:6]([CH:10]=1)[C:7]([O-:9])=[O:8].[C:20](=O)([O-])[O-].[Cs+].[Cs+].[CH2:26](I)[CH3:27]. Product: [Cl:1][C:2]1[CH:3]=[C:4]([N:12]([CH:13]2[CH2:19][CH2:18][CH2:17][CH2:16][CH2:15][CH2:14]2)[CH2:26][CH3:27])[C:5]([CH3:11])=[C:6]([CH:10]=1)[C:7]([O:9][CH3:20])=[O:8]. The catalyst class is: 3. (2) Reactant: [H-].[Al+3].[Li+].[H-].[H-].[H-].C[O:8][C:9]([C:11]1[CH:16]=[CH:15][CH:14]=[C:13]([C:17]2[CH:22]=[CH:21][CH:20]=[C:19]([Cl:23])[CH:18]=2)[N:12]=1)=O.Cl. The catalyst class is: 334. Product: [Cl:23][C:19]1[CH:18]=[C:17]([C:13]2[N:12]=[C:11]([CH2:9][OH:8])[CH:16]=[CH:15][CH:14]=2)[CH:22]=[CH:21][CH:20]=1. (3) Reactant: [CH2:1]([S:8][C:9]1[CH:10]=[CH:11][C:12]([NH:22][C:23]2[CH:28]=[CH:27][C:26]([Br:29])=[CH:25][C:24]=2[O:30][CH3:31])=[C:13](/[CH:15]=[CH:16]/[C:17]([O:19]CC)=O)[CH:14]=1)[C:2]1[CH:7]=[CH:6][CH:5]=[CH:4][CH:3]=1.CO.C[O-].[Na+]. Product: [CH2:1]([S:8][C:9]1[CH:14]=[C:13]2[C:12](=[CH:11][CH:10]=1)[N:22]([C:23]1[CH:28]=[CH:27][C:26]([Br:29])=[CH:25][C:24]=1[O:30][CH3:31])[C:17](=[O:19])[CH:16]=[CH:15]2)[C:2]1[CH:3]=[CH:4][CH:5]=[CH:6][CH:7]=1. The catalyst class is: 2. (4) Reactant: C([O:3][C:4](=[O:20])[CH:5]([C:13]1[CH:18]=[CH:17][C:16]([Cl:19])=[CH:15][CH:14]=1)[CH:6]1[CH2:10][CH2:9][CH2:8][C:7]1([F:12])[F:11])C.C1COCC1.[OH-].[Na+].Cl. Product: [Cl:19][C:16]1[CH:15]=[CH:14][C:13]([CH:5]([CH:6]2[CH2:10][CH2:9][CH2:8][C:7]2([F:11])[F:12])[C:4]([OH:20])=[O:3])=[CH:18][CH:17]=1. The catalyst class is: 24. (5) Reactant: [F-].C([N+](CCCC)(CCCC)CCCC)CCC.[C:19]([O:22][C:23]1[CH:28]=[CH:27][CH:26]=[C:25]([S:29][Si](C(C)C)(C(C)C)C(C)C)[CH:24]=1)(=[O:21])[CH3:20].Br[CH2:41][C:42](=[O:50])[CH2:43][CH2:44][C:45]([O:47][CH2:48][CH3:49])=[O:46]. Product: [C:19]([O:22][C:23]1[CH:24]=[C:25]([S:29][CH2:41][C:42](=[O:50])[CH2:43][CH2:44][C:45]([O:47][CH2:48][CH3:49])=[O:46])[CH:26]=[CH:27][CH:28]=1)(=[O:21])[CH3:20]. The catalyst class is: 1. (6) Reactant: [CH2:1]([O:3][C:4](=[O:17])[CH2:5][C:6]1[C:7]2[CH:14]=[CH:13][C:12]([O:15]C)=[CH:11][C:8]=2[S:9][CH:10]=1)[CH3:2].B(Br)(Br)Br. Product: [CH2:1]([O:3][C:4](=[O:17])[CH2:5][C:6]1[C:7]2[CH:14]=[CH:13][C:12]([OH:15])=[CH:11][C:8]=2[S:9][CH:10]=1)[CH3:2]. The catalyst class is: 2. (7) Reactant: [Br:1][C:2]1[C:3](=[O:17])[N:4]([C:9]2[CH:14]=[C:13]([F:15])[CH:12]=[C:11]([F:16])[CH:10]=2)[N:5]=[CH:6][C:7]=1Br.[OH-:18].[K+]. The catalyst class is: 40. Product: [Br:1][C:2]1[C:3](=[O:17])[N:4]([C:9]2[CH:14]=[C:13]([F:15])[CH:12]=[C:11]([F:16])[CH:10]=2)[N:5]=[CH:6][C:7]=1[OH:18]. (8) Reactant: [CH3:1][N:2]([CH2:9][CH3:10])[C:3]1[CH:8]=[CH:7][CH:6]=[CH:5][CH:4]=1.[Br:11][CH2:12][CH2:13][CH3:14]. Product: [Br-:11].[CH2:12]([N+:2]([CH3:1])([CH2:9][CH3:10])[C:3]1[CH:8]=[CH:7][CH:6]=[CH:5][CH:4]=1)[CH2:13][CH3:14]. The catalyst class is: 10.